From a dataset of NCI-60 drug combinations with 297,098 pairs across 59 cell lines. Regression. Given two drug SMILES strings and cell line genomic features, predict the synergy score measuring deviation from expected non-interaction effect. (1) Drug 1: C1=CC(=C2C(=C1NCCNCCO)C(=O)C3=C(C=CC(=C3C2=O)O)O)NCCNCCO. Drug 2: C1CC(C1)(C(=O)O)C(=O)O.[NH2-].[NH2-].[Pt+2]. Cell line: HL-60(TB). Synergy scores: CSS=65.4, Synergy_ZIP=-3.79, Synergy_Bliss=-7.63, Synergy_Loewe=-7.19, Synergy_HSA=-4.94. (2) Drug 2: C#CCC(CC1=CN=C2C(=N1)C(=NC(=N2)N)N)C3=CC=C(C=C3)C(=O)NC(CCC(=O)O)C(=O)O. Synergy scores: CSS=64.6, Synergy_ZIP=4.60, Synergy_Bliss=2.93, Synergy_Loewe=-8.16, Synergy_HSA=2.02. Cell line: HS 578T. Drug 1: CS(=O)(=O)CCNCC1=CC=C(O1)C2=CC3=C(C=C2)N=CN=C3NC4=CC(=C(C=C4)OCC5=CC(=CC=C5)F)Cl. (3) Drug 1: CC1=C(C(CCC1)(C)C)C=CC(=CC=CC(=CC(=O)O)C)C. Drug 2: CC12CCC3C(C1CCC2OP(=O)(O)O)CCC4=C3C=CC(=C4)OC(=O)N(CCCl)CCCl.[Na+]. Cell line: MALME-3M. Synergy scores: CSS=17.6, Synergy_ZIP=-2.28, Synergy_Bliss=0.672, Synergy_Loewe=0.952, Synergy_HSA=1.07. (4) Drug 1: CC1=C(C=C(C=C1)NC2=NC=CC(=N2)N(C)C3=CC4=NN(C(=C4C=C3)C)C)S(=O)(=O)N.Cl. Drug 2: CCC1=CC2CC(C3=C(CN(C2)C1)C4=CC=CC=C4N3)(C5=C(C=C6C(=C5)C78CCN9C7C(C=CC9)(C(C(C8N6C)(C(=O)OC)O)OC(=O)C)CC)OC)C(=O)OC.C(C(C(=O)O)O)(C(=O)O)O. Cell line: SW-620. Synergy scores: CSS=53.6, Synergy_ZIP=5.38, Synergy_Bliss=4.28, Synergy_Loewe=-48.3, Synergy_HSA=-3.06. (5) Drug 1: C1=CC=C(C=C1)NC(=O)CCCCCCC(=O)NO. Drug 2: CC1CCC2CC(C(=CC=CC=CC(CC(C(=O)C(C(C(=CC(C(=O)CC(OC(=O)C3CCCCN3C(=O)C(=O)C1(O2)O)C(C)CC4CCC(C(C4)OC)OP(=O)(C)C)C)C)O)OC)C)C)C)OC. Cell line: UACC62. Synergy scores: CSS=49.8, Synergy_ZIP=-2.21, Synergy_Bliss=-0.747, Synergy_Loewe=1.06, Synergy_HSA=2.03.